This data is from Full USPTO retrosynthesis dataset with 1.9M reactions from patents (1976-2016). The task is: Predict the reactants needed to synthesize the given product. (1) Given the product [CH3:1][C:2]1[S:6][C:5]([C:7]2[C:11]3[CH:12]=[C:13]([N+:21]([O-:23])=[O:22])[CH:14]=[CH:15][C:10]=3[S:9][N:8]=2)=[N:4][N:3]=1, predict the reactants needed to synthesize it. The reactants are: [CH3:1][C:2]1[S:6][C:5]([C:7]2[C:11]3[CH:12]=[CH:13][CH:14]=[CH:15][C:10]=3[S:9][N:8]=2)=[N:4][N:3]=1.S(=O)(=O)(O)O.[N+:21]([O-])([OH:23])=[O:22]. (2) Given the product [CH3:8][O:7][CH2:6][CH2:5][CH2:4][CH2:3][C@H:2]([C@@H:15]1[CH2:20][CH2:19][CH2:18][N:17]([C:21]([NH:23][C@@H:24]([CH2:37][CH:38]2[CH2:39][CH2:40][CH2:41][CH2:42][CH2:43]2)[CH2:25][N:26]([CH3:36])[C:27](=[O:35])[O:28][CH2:29][CH2:30][Si:31]([CH3:32])([CH3:33])[CH3:34])=[O:22])[CH2:16]1)[C:9]1[CH:14]=[CH:13][CH:12]=[CH:11][CH:10]=1, predict the reactants needed to synthesize it. The reactants are: O[C@@:2]([C@@H:15]1[CH2:20][CH2:19][CH2:18][N:17]([C:21]([NH:23][C@@H:24]([CH2:37][CH:38]2[CH2:43][CH2:42][CH2:41][CH2:40][CH2:39]2)[CH2:25][N:26]([CH3:36])[C:27](=[O:35])[O:28][CH2:29][CH2:30][Si:31]([CH3:34])([CH3:33])[CH3:32])=[O:22])[CH2:16]1)([C:9]1[CH:14]=[CH:13][CH:12]=[CH:11][CH:10]=1)[CH2:3][CH2:4][CH2:5][CH2:6][O:7][CH3:8].C(O)C.